Dataset: Forward reaction prediction with 1.9M reactions from USPTO patents (1976-2016). Task: Predict the product of the given reaction. (1) The product is: [CH3:23][O:24][C:25]1[CH:33]=[CH:32][C:28]([C:29]([O:10][CH2:9][C:8]([NH:7][C:6]([O:5][C:1]([CH3:4])([CH3:2])[CH3:3])=[O:13])([CH3:12])[CH3:11])=[O:30])=[CH:27][CH:26]=1. Given the reactants [C:1]([O:5][C:6](=[O:13])[NH:7][C:8]([CH3:12])([CH3:11])[CH2:9][OH:10])([CH3:4])([CH3:3])[CH3:2].C(N(C(C)C)CC)(C)C.[CH3:23][O:24][C:25]1[CH:33]=[CH:32][C:28]([C:29](Cl)=[O:30])=[CH:27][CH:26]=1, predict the reaction product. (2) Given the reactants [Br:1][C:2]1[N:3]([CH2:24][O:25][CH2:26][CH2:27][Si:28]([CH3:31])([CH3:30])[CH3:29])[N:4]=[C:5]2[C:14]3[CH:13]=[CH:12][C:11](I)=[CH:10][C:9]=3[C:8]([C:16]3[C:21]([F:22])=[CH:20][CH:19]=[CH:18][C:17]=3[F:23])=[N:7][C:6]=12.C(N([CH2:37][CH3:38])CC)C, predict the reaction product. The product is: [Br:1][C:2]1[N:3]([CH2:24][O:25][CH2:26][CH2:27][Si:28]([CH3:31])([CH3:30])[CH3:29])[N:4]=[C:5]2[C:14]3[CH:13]=[CH:12][C:11]([C:38]#[C:37][Si:28]([CH3:30])([CH3:29])[CH3:27])=[CH:10][C:9]=3[C:8]([C:16]3[C:21]([F:22])=[CH:20][CH:19]=[CH:18][C:17]=3[F:23])=[N:7][C:6]=12. (3) Given the reactants [F:1][C:2]([F:7])([F:6])[C:3](O)=[O:4].FC(F)(F)C(O)=O.[F:15][C:16]1[CH:21]=[CH:20][C:19]([N:22]2[C:30]3[C:25](=[CH:26][C:27]([O:31][C@H:32]([C:36]4[CH:37]=[N:38][C:39]5[C:44]([CH:45]=4)=[CH:43][CH:42]=[CH:41][CH:40]=5)[C@@H:33]([NH2:35])[CH3:34])=[CH:28][CH:29]=3)[CH:24]=[N:23]2)=[CH:18][CH:17]=1.CN(C)C(N(C)C)=N.FC(F)(F)C(OCC)=O, predict the reaction product. The product is: [F:1][C:2]([F:7])([F:6])[C:3]([NH:35][C@@H:33]([CH3:34])[C@H:32]([O:31][C:27]1[CH:26]=[C:25]2[C:30](=[CH:29][CH:28]=1)[N:22]([C:19]1[CH:18]=[CH:17][C:16]([F:15])=[CH:21][CH:20]=1)[N:23]=[CH:24]2)[C:36]1[CH:37]=[N:38][C:39]2[C:44]([CH:45]=1)=[CH:43][CH:42]=[CH:41][CH:40]=2)=[O:4]. (4) The product is: [CH2:1]([O:8][C:9]([NH:11][CH2:12][C:13]([C:15]1[CH:23]=[CH:22][C:18]([C:19]([Cl:27])=[O:20])=[CH:17][CH:16]=1)=[O:14])=[O:10])[C:2]1[CH:7]=[CH:6][CH:5]=[CH:4][CH:3]=1. Given the reactants [CH2:1]([O:8][C:9]([NH:11][CH2:12][C:13]([C:15]1[CH:23]=[CH:22][C:18]([C:19](O)=[O:20])=[CH:17][CH:16]=1)=[O:14])=[O:10])[C:2]1[CH:7]=[CH:6][CH:5]=[CH:4][CH:3]=1.C(Cl)(=O)C([Cl:27])=O, predict the reaction product. (5) Given the reactants [F:1][C:2]([F:20])([F:19])[C:3]([NH:5][C:6]1[CH:14]=[C:13]2[C:9]([CH:10]=[C:11](C(F)(F)F)[NH:12]2)=[CH:8][CH:7]=1)=[O:4].O.C([O-])([O-])=[O:23].[K+].[K+], predict the reaction product. The product is: [F:1][C:2]([F:20])([F:19])[C:3]([OH:23])=[O:4].[F:1][C:2]([F:20])([F:19])[C:10]1[C:9]2[C:13](=[CH:14][C:6]([NH2:5])=[CH:7][CH:8]=2)[NH:12][CH:11]=1. (6) Given the reactants [Cl:1][C:2]1[CH:7]=[C:6]([Cl:8])[CH:5]=[CH:4][C:3]=1[C:9]1([C:15]#[N:16])[CH2:14][CH2:13][NH:12][CH2:11][CH2:10]1.[C:17]([O:21][C:22]([NH:24][CH2:25][CH2:26][CH2:27]Br)=[O:23])([CH3:20])([CH3:19])[CH3:18].C(=O)([O-])[O-].[K+].[K+].[I-].[Na+], predict the reaction product. The product is: [C:17]([O:21][C:22](=[O:23])[NH:24][CH2:25][CH2:26][CH2:27][N:12]1[CH2:13][CH2:14][C:9]([C:15]#[N:16])([C:3]2[CH:4]=[CH:5][C:6]([Cl:8])=[CH:7][C:2]=2[Cl:1])[CH2:10][CH2:11]1)([CH3:20])([CH3:19])[CH3:18]. (7) Given the reactants [CH2:1]([O:8][CH2:9][CH2:10][CH2:11][C:12]1[NH:20][C:15]2=[N:16][CH:17]=[CH:18][CH:19]=[C:14]2[N:13]=1)[C:2]1[CH:7]=[CH:6][CH:5]=[CH:4][CH:3]=1.[H-].[Na+].[CH3:23]OS(=O)(=O)OC.CO, predict the reaction product. The product is: [CH2:1]([O:8][CH2:9][CH2:10][CH2:11][C:12]1[N:20]([CH3:23])[C:15]2=[N:16][CH:17]=[CH:18][CH:19]=[C:14]2[N:13]=1)[C:2]1[CH:3]=[CH:4][CH:5]=[CH:6][CH:7]=1. (8) Given the reactants [C:1]([O:5][C:6](=[O:18])[N:7]([CH:11]([CH2:16][OH:17])[O:12][CH2:13][O:14][CH3:15])[CH2:8][CH2:9][CH3:10])([CH3:4])([CH3:3])[CH3:2].[Br-].[Na+].CC1(C)N([O])C(C)(C)CCC1.Cl[O-].[Na+].C(=O)([O-])O.[Na+], predict the reaction product. The product is: [C:1]([O:5][C:6](=[O:18])[N:7]([CH:11]([CH:16]=[O:17])[O:12][CH2:13][O:14][CH3:15])[CH2:8][CH2:9][CH3:10])([CH3:3])([CH3:2])[CH3:4].